This data is from Catalyst prediction with 721,799 reactions and 888 catalyst types from USPTO. The task is: Predict which catalyst facilitates the given reaction. (1) Reactant: [NH2:1][C:2]1[O:3][C@H:4]([C:28]([F:31])([F:30])[F:29])[CH2:5][C@:6]([C:10]2[CH:11]=[C:12]([NH:17][C:18](=O)[C:19]3[C:24]([CH3:25])=[CH:23][C:22]([Cl:26])=[CH:21][N:20]=3)[CH:13]=[CH:14][C:15]=2[F:16])([CH2:8][F:9])[N:7]=1.C1(C)C=CC=CC=1.COC1C=CC(P2(=S)SP(C3C=CC(OC)=CC=3)(=S)[S:48]2)=CC=1. Product: [NH2:1][C:2]1[O:3][C@H:4]([C:28]([F:31])([F:30])[F:29])[CH2:5][C@:6]([C:10]2[CH:11]=[C:12]([NH:17][C:18]([C:19]3[C:24]([CH3:25])=[CH:23][C:22]([Cl:26])=[CH:21][N:20]=3)=[S:48])[CH:13]=[CH:14][C:15]=2[F:16])([CH2:8][F:9])[N:7]=1. The catalyst class is: 25. (2) Reactant: [CH3:1][C:2]1[CH:7]=[CH:6][C:5]([S:8]([NH:11][C:12]2[CH:17]=[CH:16][CH:15]=[CH:14][CH:13]=2)(=[O:10])=[O:9])=[CH:4][C:3]=1[NH:18][C:19]([CH2:21][C:22]1[CH:29]=[CH:28][C:25]([C:26]#[N:27])=[CH:24][CH:23]=1)=[O:20].Cl.C(=O)([O-])[O-].[NH4+:35].[NH4+]. Product: [CH3:1][C:2]1[CH:7]=[CH:6][C:5]([S:8]([NH:11][C:12]2[CH:13]=[CH:14][CH:15]=[CH:16][CH:17]=2)(=[O:9])=[O:10])=[CH:4][C:3]=1[NH:18][C:19]([CH2:21][C:22]1[CH:23]=[CH:24][C:25]([C:26]([NH2:35])=[NH:27])=[CH:28][CH:29]=1)=[O:20]. The catalyst class is: 8.